Dataset: Reaction yield outcomes from USPTO patents with 853,638 reactions. Task: Predict the reaction yield, written as a fraction of the theoretical maximum amount of product (1.0 means a 100% yield; for example, 0.34 means a 34% yield). (1) The reactants are Br[CH:2]([C:7]1[CH:12]=[CH:11][CH:10]=[C:9]([F:13])[CH:8]=1)[C:3]([O:5][CH3:6])=[O:4].[F:14][C:15]1[CH:16]=[C:17]([CH:19]=[C:20]([F:23])[C:21]=1[F:22])[NH2:18]. The catalyst is C(#N)C. The product is [CH3:6][O:5][C:3](=[O:4])[CH:2]([C:7]1[CH:12]=[CH:11][CH:10]=[C:9]([F:13])[CH:8]=1)[NH:18][C:17]1[CH:16]=[C:15]([F:14])[C:21]([F:22])=[C:20]([F:23])[CH:19]=1. The yield is 0.530. (2) The reactants are [F:1][C:2]1[CH:7]=[C:6]([F:8])[CH:5]=[CH:4][C:3]=1[C:9]1([CH2:13][N:14]2[CH:18]=[N:17][CH:16]=[N:15]2)[CH:11]([CH3:12])[O:10]1.[NH:19]1[CH2:24][CH2:23][CH:22]([C:25]2[CH:30]=[CH:29][CH:28]=[CH:27][N:26]=2)[CH2:21][CH2:20]1.O.O.O.Cl([O-])(=O)(=O)=O.[Li+]. The catalyst is C(#N)C. The product is [F:1][C:2]1[CH:7]=[C:6]([F:8])[CH:5]=[CH:4][C:3]=1[C@:9]([OH:10])([C@H:11]([N:19]1[CH2:24][CH2:23][CH:22]([C:25]2[CH:30]=[CH:29][CH:28]=[CH:27][N:26]=2)[CH2:21][CH2:20]1)[CH3:12])[CH2:13][N:14]1[CH:18]=[N:17][CH:16]=[N:15]1. The yield is 0.289. (3) The reactants are [Br:1][C:2]1[CH:10]=[C:9]([C:11]#[N:12])[CH:8]=[C:7]2[C:3]=1[CH:4]=[CH:5][NH:6]2.[OH:13]O.[OH-].[Na+].O. The yield is 0.970. The product is [Br:1][C:2]1[CH:10]=[C:9]([C:11]([NH2:12])=[O:13])[CH:8]=[C:7]2[C:3]=1[CH:4]=[CH:5][NH:6]2. The catalyst is CO. (4) The reactants are C([O:3][C:4](=[O:43])[CH2:5][CH2:6][CH2:7][O:8][C:9]1[CH:14]=[CH:13][CH:12]=[C:11]([CH2:15][CH2:16][CH2:17][CH2:18][CH2:19][CH2:20][O:21][C:22]2[CH:27]=[C:26]([C:28]3[CH:32]=[CH:31][S:30][CH:29]=3)[CH:25]=[C:24]([C:33](=[O:35])[CH3:34])[CH:23]=2)[C:10]=1[CH2:36][CH2:37][C:38]([O:40]CC)=[O:39])C. The catalyst is [OH-].[Na+]. The product is [C:33]([C:24]1[CH:23]=[C:22]([CH:27]=[C:26]([C:28]2[CH:32]=[CH:31][S:30][CH:29]=2)[CH:25]=1)[O:21][CH2:20][CH2:19][CH2:18][CH2:17][CH2:16][CH2:15][C:11]1[C:10]([CH2:36][CH2:37][C:38]([OH:40])=[O:39])=[C:9]([CH:14]=[CH:13][CH:12]=1)[O:8][CH2:7][CH2:6][CH2:5][C:4]([OH:43])=[O:3])(=[O:35])[CH3:34]. The yield is 0.660.